From a dataset of Merck oncology drug combination screen with 23,052 pairs across 39 cell lines. Regression. Given two drug SMILES strings and cell line genomic features, predict the synergy score measuring deviation from expected non-interaction effect. (1) Drug 1: NC1(c2ccc(-c3nc4ccn5c(=O)[nH]nc5c4cc3-c3ccccc3)cc2)CCC1. Drug 2: CCC1(O)C(=O)OCc2c1cc1n(c2=O)Cc2cc3c(CN(C)C)c(O)ccc3nc2-1. Cell line: SW620. Synergy scores: synergy=23.0. (2) Drug 1: O=S1(=O)NC2(CN1CC(F)(F)F)C1CCC2Cc2cc(C=CCN3CCC(C(F)(F)F)CC3)ccc2C1. Drug 2: CC(C)CC(NC(=O)C(Cc1ccccc1)NC(=O)c1cnccn1)B(O)O. Cell line: UWB1289. Synergy scores: synergy=-27.7. (3) Drug 1: CC(C)CC(NC(=O)C(Cc1ccccc1)NC(=O)c1cnccn1)B(O)O. Drug 2: CCc1c2c(nc3ccc(O)cc13)-c1cc3c(c(=O)n1C2)COC(=O)C3(O)CC. Cell line: NCIH2122. Synergy scores: synergy=-3.17. (4) Drug 1: O=S1(=O)NC2(CN1CC(F)(F)F)C1CCC2Cc2cc(C=CCN3CCC(C(F)(F)F)CC3)ccc2C1. Drug 2: COC1=C2CC(C)CC(OC)C(O)C(C)C=C(C)C(OC(N)=O)C(OC)C=CC=C(C)C(=O)NC(=CC1=O)C2=O. Cell line: LNCAP. Synergy scores: synergy=-3.91. (5) Drug 1: C=CCn1c(=O)c2cnc(Nc3ccc(N4CCN(C)CC4)cc3)nc2n1-c1cccc(C(C)(C)O)n1. Drug 2: NC(=O)c1cccc2cn(-c3ccc(C4CCCNC4)cc3)nc12. Cell line: SKOV3. Synergy scores: synergy=17.1. (6) Drug 1: CC1CC2C3CCC4=CC(=O)C=CC4(C)C3(F)C(O)CC2(C)C1(O)C(=O)CO. Drug 2: CC1(c2nc3c(C(N)=O)cccc3[nH]2)CCCN1. Cell line: NCIH1650. Synergy scores: synergy=-12.0. (7) Drug 1: CN1C(=O)C=CC2(C)C3CCC4(C)C(NC(=O)OCC(F)(F)F)CCC4C3CCC12. Drug 2: NC(=O)c1cccc2cn(-c3ccc(C4CCCNC4)cc3)nc12. Cell line: PA1. Synergy scores: synergy=9.66. (8) Drug 1: CC1(c2nc3c(C(N)=O)cccc3[nH]2)CCCN1. Drug 2: CCC1(O)C(=O)OCc2c1cc1n(c2=O)Cc2cc3c(CN(C)C)c(O)ccc3nc2-1. Cell line: HT144. Synergy scores: synergy=-12.7. (9) Drug 1: O=S1(=O)NC2(CN1CC(F)(F)F)C1CCC2Cc2cc(C=CCN3CCC(C(F)(F)F)CC3)ccc2C1. Drug 2: CC1CC2C3CCC4=CC(=O)C=CC4(C)C3(F)C(O)CC2(C)C1(O)C(=O)CO. Cell line: LOVO. Synergy scores: synergy=19.9. (10) Drug 1: O=C(NOCC(O)CO)c1ccc(F)c(F)c1Nc1ccc(I)cc1F. Drug 2: COC1=C2CC(C)CC(OC)C(O)C(C)C=C(C)C(OC(N)=O)C(OC)C=CC=C(C)C(=O)NC(=CC1=O)C2=O. Cell line: ES2. Synergy scores: synergy=7.01.